Dataset: Reaction yield outcomes from USPTO patents with 853,638 reactions. Task: Predict the reaction yield, written as a fraction of the theoretical maximum amount of product (1.0 means a 100% yield; for example, 0.34 means a 34% yield). (1) The reactants are Cl[C:2]1[N:3]=[C:4]([NH:18][CH2:19][CH2:20][CH3:21])[C:5]2[N:6]=[C:7]([NH:16][CH3:17])[N:8]=[C:9]([NH:12][CH2:13][CH2:14][CH3:15])[C:10]=2[N:11]=1.[CH2:22](B(O)O)[CH2:23][CH2:24][CH3:25].C([O-])([O-])=O.[K+].[K+].C(Cl)Cl. The catalyst is C1COCC1.O1CCOCC1.C1C=CC(P(C2C=CC=CC=2)[C-]2C=CC=C2)=CC=1.C1C=CC(P(C2C=CC=CC=2)[C-]2C=CC=C2)=CC=1.Cl[Pd]Cl.[Fe+2]. The product is [CH2:22]([C:2]1[N:3]=[C:4]([NH:18][CH2:19][CH2:20][CH3:21])[C:5]2[N:6]=[C:7]([NH:16][CH3:17])[N:8]=[C:9]([NH:12][CH2:13][CH2:14][CH3:15])[C:10]=2[N:11]=1)[CH2:23][CH2:24][CH3:25]. The yield is 0.560. (2) The reactants are [F:1][C:2]1[CH:10]=[C:9]2[C:5]([C:6]([CH:11]=O)=[CH:7][NH:8]2)=[CH:4][C:3]=1[C:13]1[CH:18]=[CH:17][C:16]([C:19]2([OH:23])[CH2:22]O[CH2:20]2)=[C:15]([O:24][CH3:25])[CH:14]=1.[CH3:26]C(=CC)C.Cl([O-])=O.[Na+].[OH2:35].[OH2:36].P([O-])(O)(O)=O.[Na+]. The catalyst is CC#N.O.C(O)(C)(C)C. The product is [F:1][C:2]1[CH:10]=[C:9]2[C:5]([C:6]([C:11]([OH:36])=[O:35])=[CH:7][NH:8]2)=[CH:4][C:3]=1[C:13]1[CH:18]=[CH:17][C:16]([C:19]2([OH:23])[CH2:20][CH2:26][CH2:22]2)=[C:15]([O:24][CH3:25])[CH:14]=1. The yield is 0.0810. (3) The reactants are [CH3:1][C:2]1[CH:7]=[CH:6][C:5]([CH3:8])=[CH:4][C:3]=1[NH:9][C:10]1[N:15]2[N:16]=[CH:17][C:18]([C:19]([O:21][CH2:22][CH3:23])=[O:20])=[C:14]2[N:13]=[CH:12][C:11]=1[C:24]([OH:26])=O.Cl.[F:28][C:29]1[CH:34]=[CH:33][C:32]2[C:35]3([CH2:41][O:42][C:31]=2[CH:30]=1)[CH2:40][CH2:39][NH:38][CH2:37][CH2:36]3. No catalyst specified. The product is [CH3:1][C:2]1[CH:7]=[CH:6][C:5]([CH3:8])=[CH:4][C:3]=1[NH:9][C:10]1[N:15]2[N:16]=[CH:17][C:18]([C:19]([O:21][CH2:22][CH3:23])=[O:20])=[C:14]2[N:13]=[CH:12][C:11]=1[C:24]([N:38]1[CH2:39][CH2:40][C:35]2([C:32]3[CH:33]=[CH:34][C:29]([F:28])=[CH:30][C:31]=3[O:42][CH2:41]2)[CH2:36][CH2:37]1)=[O:26]. The yield is 0.760. (4) The catalyst is ClC(Cl)C. The product is [N:36]([CH:31]([CH:32]([CH3:35])[CH2:33][CH3:34])[C:30]([N:21]([CH2:22][O:23][C:24](=[O:29])[CH2:25][CH:26]([CH3:27])[CH3:28])[CH:17]([CH:18]([CH3:20])[CH3:19])[CH2:16][CH:15]([C:12]1[S:13][CH:14]=[C:10]([C:8]([OH:9])=[O:7])[N:11]=1)[OH:40])=[O:39])=[N+:37]=[N-:38]. The reactants are [Sn](O)(C)(C)C.C[O:7][C:8]([C:10]1[N:11]=[C:12]([CH:15]([OH:40])[CH2:16][CH:17]([N:21]([C:30](=[O:39])[CH:31]([N:36]=[N+:37]=[N-:38])[CH:32]([CH3:35])[CH2:33][CH3:34])[CH2:22][O:23][C:24](=[O:29])[CH2:25][CH:26]([CH3:28])[CH3:27])[CH:18]([CH3:20])[CH3:19])[S:13][CH:14]=1)=[O:9]. The yield is 0.360. (5) The reactants are [CH3:1][O:2][C:3]1[CH:8]=[C:7]([CH2:9][N:10]2[CH2:15][CH2:14][NH:13][CH2:12][CH2:11]2)[CH:6]=[CH:5][C:4]=1[NH:16][C:17]1[N:22]=[CH:21][C:20]2=[CH:23][CH:24]=[C:25]([C:26]3[CH:31]=[CH:30][CH:29]=[CH:28][C:27]=3[N:32]([CH3:37])[S:33]([CH3:36])(=[O:35])=[O:34])[N:19]2[N:18]=1.[O:38]1[CH2:40][C@H:39]1[CH2:41][OH:42].CO. No catalyst specified. The product is [OH:38][C@@H:39]([CH2:41][OH:42])[CH2:40][N:13]1[CH2:14][CH2:15][N:10]([CH2:9][C:7]2[CH:6]=[CH:5][C:4]([NH:16][C:17]3[N:22]=[CH:21][C:20]4=[CH:23][CH:24]=[C:25]([C:26]5[CH:31]=[CH:30][CH:29]=[CH:28][C:27]=5[N:32]([CH3:37])[S:33]([CH3:36])(=[O:35])=[O:34])[N:19]4[N:18]=3)=[C:3]([O:2][CH3:1])[CH:8]=2)[CH2:11][CH2:12]1. The yield is 0.210. (6) The product is [C:4]([C:3]1[C:2]([NH:12][C:13]2[CH:14]=[C:15]([CH:21]=[CH:22][C:23]=2[CH3:24])[C:16]([NH:18][O:19][CH3:20])=[O:17])=[N:9][C:8]([Cl:10])=[C:7]([F:11])[CH:6]=1)#[N:5]. The reactants are Cl[C:2]1[N:9]=[C:8]([Cl:10])[C:7]([F:11])=[CH:6][C:3]=1[C:4]#[N:5].[NH2:12][C:13]1[CH:14]=[C:15]([CH:21]=[CH:22][C:23]=1[CH3:24])[C:16]([NH:18][O:19][CH3:20])=[O:17].C(N(CC)CC)C. The yield is 0.210. The catalyst is C(#N)C. (7) The reactants are [CH3:1][CH:2]([N:4]1[CH2:10][CH2:9][CH2:8][N:7](C(OCC2C=CC=CC=2)=O)[CH2:6][CH2:5]1)[CH3:3]. The catalyst is C(O)C.[Pd]. The product is [CH3:1][CH:2]([N:4]1[CH2:10][CH2:9][CH2:8][NH:7][CH2:6][CH2:5]1)[CH3:3]. The yield is 1.00. (8) The reactants are C(OC(=O)[NH:10][C@H:11]1[CH2:16][CH2:15][CH2:14][N:13]([CH:17]2[CH2:22][CH2:21][N:20]([C:23]3[N:28]=[CH:27][C:26]([CH2:29][CH3:30])=[CH:25][N:24]=3)[CH2:19][CH2:18]2)[C:12]1=[O:31])C1C=CC=CC=1. The catalyst is CO.[Pd]. The product is [NH2:10][C@H:11]1[CH2:16][CH2:15][CH2:14][N:13]([CH:17]2[CH2:22][CH2:21][N:20]([C:23]3[N:28]=[CH:27][C:26]([CH2:29][CH3:30])=[CH:25][N:24]=3)[CH2:19][CH2:18]2)[C:12]1=[O:31]. The yield is 0.186. (9) The reactants are [CH3:1][C:2]1[N:7]=[N:6][C:5]2=[N:8][N:9]3[C:14](=[O:15])[CH:13]=[C:12]([CH:16]4[CH2:21][CH2:20][N:19](C(OC(C)(C)C)=O)[CH2:18][CH2:17]4)[NH:11][C:10]3=[C:4]2[C:3]=1[CH3:29].[ClH:30]. The catalyst is CO.O1CCOCC1. The product is [ClH:30].[CH3:1][C:2]1[N:7]=[N:6][C:5]2=[N:8][N:11]3[C:12]([CH:16]4[CH2:21][CH2:20][NH:19][CH2:18][CH2:17]4)=[CH:13][C:14](=[O:15])[NH:9][C:10]3=[C:4]2[C:3]=1[CH3:29]. The yield is 0.850. (10) The reactants are N[C:2]1[CH:14]=[CH:13][C:12]2[C:11]3[C:6](=[CH:7][CH:8]=[CH:9][CH:10]=3)[C:5](=[O:15])[C:4]=2[CH:3]=1.[BH3-][C:17]#[N:18].[Na+].[OH-].[Na+].[CH3:22]C(O)=O. No catalyst specified. The product is [CH3:22][N:18]([CH3:17])[C:2]1[CH:14]=[CH:13][C:12]2[C:11]3[C:6](=[CH:7][CH:8]=[CH:9][CH:10]=3)[C:5](=[O:15])[C:4]=2[CH:3]=1. The yield is 0.840.